Dataset: Peptide-MHC class II binding affinity with 134,281 pairs from IEDB. Task: Regression. Given a peptide amino acid sequence and an MHC pseudo amino acid sequence, predict their binding affinity value. This is MHC class II binding data. (1) The peptide sequence is TVQKGSDPKK. The MHC is DRB1_0301 with pseudo-sequence DRB1_0301. The binding affinity (normalized) is 0. (2) The peptide sequence is AQLGLRKKTKQSITE. The MHC is DRB5_0101 with pseudo-sequence DRB5_0101. The binding affinity (normalized) is 0.291. (3) The peptide sequence is SVKRSNGSAEVHRGA. The MHC is DRB1_0101 with pseudo-sequence DRB1_0101. The binding affinity (normalized) is 0.320. (4) The peptide sequence is PRRWLRFCNPELSEI. The MHC is DRB1_0101 with pseudo-sequence DRB1_0101. The binding affinity (normalized) is 0.691. (5) The peptide sequence is KGDEQKLRSAGEVEI. The MHC is HLA-DQA10201-DQB10202 with pseudo-sequence HLA-DQA10201-DQB10202. The binding affinity (normalized) is 0.265. (6) The peptide sequence is VIPAGELQVIEKVDAAFKVA. The MHC is DRB1_1501 with pseudo-sequence DRB1_1501. The binding affinity (normalized) is 0.546. (7) The MHC is DRB1_0301 with pseudo-sequence DRB1_0301. The peptide sequence is ANCLRKNGKKVIQLS. The binding affinity (normalized) is 0.136.